This data is from Full USPTO retrosynthesis dataset with 1.9M reactions from patents (1976-2016). The task is: Predict the reactants needed to synthesize the given product. Given the product [CH3:1][C:2]1[N:7]=[C:6]2[S:8][C:9]3[CH2:14][CH2:13][CH2:12][CH2:11][C:10]=3[C:5]2=[C:4]([C:15]2[CH:20]=[CH:19][CH:18]=[CH:17][C:16]=2[Cl:21])[C:3]=1[CH:22]([CH2:27][CH2:28][CH3:29])[C:23]([OH:25])=[O:24], predict the reactants needed to synthesize it. The reactants are: [CH3:1][C:2]1[N:7]=[C:6]2[S:8][C:9]3[CH2:14][CH2:13][CH2:12][CH2:11][C:10]=3[C:5]2=[C:4]([C:15]2[CH:20]=[CH:19][CH:18]=[CH:17][C:16]=2[Cl:21])[C:3]=1[CH:22]([CH2:27][CH2:28][CH3:29])[C:23]([O:25]C)=[O:24].[OH-].[Na+].